Dataset: Full USPTO retrosynthesis dataset with 1.9M reactions from patents (1976-2016). Task: Predict the reactants needed to synthesize the given product. (1) Given the product [Cl:29][C:26]1[CH:27]=[CH:28][C:23]([N:6]2[CH2:5][CH2:4][N:3]3[CH2:7][C@H:8]([CH2:11][N:12]4[C:16]5[CH:17]=[CH:18][CH:19]=[CH:20][C:15]=5[O:14][C:13]4=[O:21])[CH2:9][CH2:10][C@H:2]3[CH2:1]2)=[N:24][CH:25]=1, predict the reactants needed to synthesize it. The reactants are: [CH2:1]1[NH:6][CH2:5][CH2:4][N:3]2[CH2:7][C@H:8]([CH2:11][N:12]3[C:16]4[CH:17]=[CH:18][CH:19]=[CH:20][C:15]=4[O:14][C:13]3=[O:21])[CH2:9][CH2:10][C@@H:2]12.Cl[C:23]1[CH:28]=[CH:27][C:26]([Cl:29])=[CH:25][N:24]=1.Cl. (2) Given the product [CH2:3]([NH:2][CH:4]=[C:5]1[CH2:9][CH2:8][CH2:7][C:6]1=[O:10])[C:12]1[CH:17]=[CH:16][CH:15]=[CH:14][CH:13]=1, predict the reactants needed to synthesize it. The reactants are: C[N:2]([CH:4]=[C:5]1[CH2:9][CH2:8][CH2:7][C:6]1=[O:10])[CH3:3].C(N)[C:12]1[CH:17]=[CH:16][CH:15]=[CH:14][CH:13]=1. (3) The reactants are: Br[CH2:2][C:3]([CH:5]1[CH2:7][CH2:6]1)=O.[I:8][C:9]1[CH:10]=[CH:11][C:12]([NH2:15])=[N:13][CH:14]=1. Given the product [CH:5]1([C:3]2[N:15]=[C:12]3[CH:11]=[CH:10][C:9]([I:8])=[CH:14][N:13]3[CH:2]=2)[CH2:7][CH2:6]1, predict the reactants needed to synthesize it. (4) Given the product [N:11]1([C:16]2[CH:21]=[CH:20][C:19]([CH:22]([OH:25])[C:23]([C:6]3[CH:7]=[CH:8][C:3]([O:2][CH3:1])=[CH:4][CH:5]=3)=[O:31])=[CH:18][CH:17]=2)[CH:15]=[CH:14][N:13]=[CH:12]1, predict the reactants needed to synthesize it. The reactants are: [CH3:1][O:2][C:3]1[CH:8]=[CH:7][C:6]([Mg]Br)=[CH:5][CH:4]=1.[N:11]1([C:16]2[CH:21]=[CH:20][C:19]([CH:22]([O:25][Si](C)(C)C)[C:23]#N)=[CH:18][CH:17]=2)[CH:15]=[CH:14][N:13]=[CH:12]1.Cl.[OH-:31].[Na+]. (5) Given the product [F:30][C:24]1[CH:25]=[C:26]([F:29])[CH:27]=[CH:28][C:23]=1[O:22][C:21]1[CH:31]=[CH:32][C:33]([S:35]([CH2:38][CH3:39])(=[O:37])=[O:36])=[CH:34][C:20]=1[C:6]1[CH:7]=[C:2]([F:1])[C:3](=[O:18])[N:4]([CH3:17])[CH:5]=1, predict the reactants needed to synthesize it. The reactants are: [F:1][C:2]1[C:3](=[O:18])[N:4]([CH3:17])[CH:5]=[C:6](B2OC(C)(C)C(C)(C)O2)[CH:7]=1.Br[C:20]1[CH:34]=[C:33]([S:35]([CH2:38][CH3:39])(=[O:37])=[O:36])[CH:32]=[CH:31][C:21]=1[O:22][C:23]1[CH:28]=[CH:27][C:26]([F:29])=[CH:25][C:24]=1[F:30]. (6) Given the product [CH2:30]([O:31][C:32]([N:16]1[CH2:15][CH2:14][N:13]([CH:10]([CH2:11][CH3:12])[C:9]#[C:8][C:4]2[CH:5]=[CH:6][CH:7]=[C:2]([Cl:1])[CH:3]=2)[CH2:18][CH2:17]1)=[O:33])[CH2:29][CH2:28][CH2:27][CH3:26], predict the reactants needed to synthesize it. The reactants are: [Cl:1][C:2]1[CH:3]=[C:4]([C:8]#[C:9][CH:10]([N:13]2[CH2:18][CH2:17][NH:16][CH2:15][CH2:14]2)[CH2:11][CH3:12])[CH:5]=[CH:6][CH:7]=1.C(N(CC)CC)C.[CH3:26][CH2:27][CH2:28][CH2:29][CH2:30][O:31][C:32](Cl)=[O:33]. (7) Given the product [CH2:1]([S:3]([C:4]1[N:5]=[C:6]([N:24]2[CH2:25][CH2:26][NH:27][CH2:28][CH2:29]2)[C:7]2[S:12][C:11]3[N:13]=[C:14]([C:18]4[CH:23]=[CH:22][CH:21]=[CH:20][CH:19]=4)[CH:15]=[C:16]([CH3:17])[C:10]=3[C:8]=2[N:9]=1)=[O:30])[CH3:2], predict the reactants needed to synthesize it. The reactants are: [CH2:1]([S:3][C:4]1[N:5]=[C:6]([N:24]2[CH2:29][CH2:28][NH:27][CH2:26][CH2:25]2)[C:7]2[S:12][C:11]3[N:13]=[C:14]([C:18]4[CH:23]=[CH:22][CH:21]=[CH:20][CH:19]=4)[CH:15]=[C:16]([CH3:17])[C:10]=3[C:8]=2[N:9]=1)[CH3:2].[OH:30]O. (8) The reactants are: C([O-])=O.[NH4+].C([O:12][C:13]1[CH:18]=[CH:17][C:16]([C:19]2[CH2:24][CH2:23][N:22]([C:25]3[CH:26]=[CH:27][C:28]4[N:29]([C:31]([C:34]([F:37])([F:36])[F:35])=[N:32][N:33]=4)[N:30]=3)[CH2:21][CH:20]=2)=[CH:15][C:14]=1[F:38])C1C=CC=CC=1. Given the product [F:38][C:14]1[CH:15]=[C:16]([CH:19]2[CH2:20][CH2:21][N:22]([C:25]3[CH:26]=[CH:27][C:28]4[N:29]([C:31]([C:34]([F:35])([F:36])[F:37])=[N:32][N:33]=4)[N:30]=3)[CH2:23][CH2:24]2)[CH:17]=[CH:18][C:13]=1[OH:12], predict the reactants needed to synthesize it. (9) Given the product [NH2:1][C:4]1[CH:5]=[C:6]([S:10]([NH:13][C:14]2[CH:15]=[C:16]([CH2:20][CH:21]([NH:27][C:28](=[O:37])[CH2:29][CH2:30][C:31]3[CH:36]=[CH:35][CH:34]=[CH:33][CH:32]=3)[C:22]([O:24][CH2:25][CH3:26])=[O:23])[CH:17]=[CH:18][CH:19]=2)(=[O:11])=[O:12])[CH:7]=[CH:8][CH:9]=1, predict the reactants needed to synthesize it. The reactants are: [N+:1]([C:4]1[CH:5]=[C:6]([S:10]([NH:13][C:14]2[CH:15]=[C:16]([CH2:20][CH:21]([NH:27][C:28](=[O:37])[CH2:29][CH2:30][C:31]3[CH:36]=[CH:35][CH:34]=[CH:33][CH:32]=3)[C:22]([O:24][CH2:25][CH3:26])=[O:23])[CH:17]=[CH:18][CH:19]=2)(=[O:12])=[O:11])[CH:7]=[CH:8][CH:9]=1)([O-])=O.[Sn](Cl)Cl.